This data is from Reaction yield outcomes from USPTO patents with 853,638 reactions. The task is: Predict the reaction yield, written as a fraction of the theoretical maximum amount of product (1.0 means a 100% yield; for example, 0.34 means a 34% yield). The reactants are [C:1]([C:4]1[CH:5]=[C:6]([C:11]2[CH:12]=[C:13]3[N:18]([CH:19]=2)[N:17]=[CH:16][N:15]=[C:14]3[N:20]2[CH2:23][CH:22]([C:24]([NH:26][CH2:27][C:28]3[CH:33]=[CH:32][C:31]([CH3:34])=[CH:30][CH:29]=3)=[O:25])[CH2:21]2)[CH:7]=[CH:8][C:9]=1[F:10])(=[O:3])[CH3:2].[CH3:35][Mg+].[Br-]. The catalyst is C1COCC1. The product is [F:10][C:9]1[CH:8]=[CH:7][C:6]([C:11]2[CH:12]=[C:13]3[N:18]([CH:19]=2)[N:17]=[CH:16][N:15]=[C:14]3[N:20]2[CH2:21][CH:22]([C:24]([NH:26][CH2:27][C:28]3[CH:33]=[CH:32][C:31]([CH3:34])=[CH:30][CH:29]=3)=[O:25])[CH2:23]2)=[CH:5][C:4]=1[C:1]([OH:3])([CH3:35])[CH3:2]. The yield is 0.0314.